Dataset: Forward reaction prediction with 1.9M reactions from USPTO patents (1976-2016). Task: Predict the product of the given reaction. (1) Given the reactants [NH2:1][C:2]1[NH:3][C:4](=O)[N:5]=[C:6]([C:8]#[N:9])[N:7]=1.P(Cl)(Cl)([Cl:13])=O.C(=O)([O-])[O-].[Na+].[Na+], predict the reaction product. The product is: [NH2:1][C:2]1[N:3]=[C:4]([Cl:13])[N:5]=[C:6]([C:8]#[N:9])[N:7]=1. (2) Given the reactants Br[C:2]1[CH:3]=[C:4]2[N:10]([C:11]([O:13][C:14]([CH3:17])([CH3:16])[CH3:15])=[O:12])[C:9](=[O:18])[N:8]([C:19]([O:21][C:22]([CH3:25])([CH3:24])[CH3:23])=[O:20])[C:5]2=[N:6][CH:7]=1.[B:26]1([B:26]2[O:30][C:29]([CH3:32])([CH3:31])[C:28]([CH3:34])([CH3:33])[O:27]2)[O:30][C:29]([CH3:32])([CH3:31])[C:28]([CH3:34])([CH3:33])[O:27]1.C([O-])(=O)C.[K+], predict the reaction product. The product is: [O:18]=[C:9]1[N:8]([C:19]([O:21][C:22]([CH3:25])([CH3:24])[CH3:23])=[O:20])[C:5]2=[N:6][CH:7]=[C:2]([B:26]3[O:30][C:29]([CH3:32])([CH3:31])[C:28]([CH3:34])([CH3:33])[O:27]3)[CH:3]=[C:4]2[N:10]1[C:11]([O:13][C:14]([CH3:17])([CH3:16])[CH3:15])=[O:12]. (3) Given the reactants [CH:1]1([CH2:6][O:7][NH:8][C:9]([C:11]2[CH:16]=[CH:15][CH:14]=[CH:13][C:12]=2[NH:17][CH2:18][C:19]2[CH:20]=[CH:21][C:22]([F:28])=[C:23]([CH:27]=2)[C:24](O)=[O:25])=[O:10])[CH2:5][CH2:4][CH2:3][CH2:2]1.[NH2:29][CH2:30][CH2:31][CH2:32][OH:33], predict the reaction product. The product is: [CH:1]1([CH2:6][O:7][NH:8][C:9]([C:11]2[CH:16]=[CH:15][CH:14]=[CH:13][C:12]=2[NH:17][CH2:18][C:19]2[CH:20]=[CH:21][C:22]([F:28])=[C:23]([CH:27]=2)[C:24]([NH:29][CH2:30][CH2:31][CH2:32][OH:33])=[O:25])=[O:10])[CH2:2][CH2:3][CH2:4][CH2:5]1. (4) Given the reactants [CH3:1][S:2]([N:5]1[CH2:10][CH:9]=[C:8]([C:11]2[CH:12]=[C:13]3[CH2:19][C@@:18]([CH3:26])([CH:20]4[CH2:25][CH2:24][NH:23][CH2:22][CH2:21]4)[O:17][C:14]3=[CH:15][N:16]=2)[CH2:7][CH2:6]1)(=[O:4])=[O:3].Br[C:28]1[C:33]([F:34])=[CH:32][C:31]([C:35]([F:38])([F:37])[F:36])=[CH:30][N:29]=1.C(=O)([O-])[O-].[K+].[K+], predict the reaction product. The product is: [CH3:1][S:2]([N:5]1[CH2:6][CH:7]=[C:8]([C:11]2[CH:12]=[C:13]3[CH2:19][C@@:18]([CH3:26])([CH:20]4[CH2:25][CH2:24][N:23]([C:28]5[C:33]([F:34])=[CH:32][C:31]([C:35]([F:38])([F:36])[F:37])=[CH:30][N:29]=5)[CH2:22][CH2:21]4)[O:17][C:14]3=[CH:15][N:16]=2)[CH2:9][CH2:10]1)(=[O:3])=[O:4]. (5) Given the reactants [CH:1]1[C:9]2[C:8]3[CH:10]=[CH:11][CH:12]=[CH:13][C:7]=3[O:6][C:5]=2[CH:4]=[CH:3][CH:2]=1.[C:14](Cl)(=[O:21])[C:15]1[CH:20]=[CH:19][CH:18]=[CH:17][CH:16]=1.[Al+3].[Cl-].[Cl-].[Cl-].CCCCCC, predict the reaction product. The product is: [CH:1]1[C:9]2[C:8]3[CH:10]=[CH:11][CH:12]=[CH:13][C:7]=3[O:6][C:5]=2[CH:4]=[CH:3][C:2]=1[C:14]([C:15]1[CH:20]=[CH:19][CH:18]=[CH:17][CH:16]=1)=[O:21].